From a dataset of Full USPTO retrosynthesis dataset with 1.9M reactions from patents (1976-2016). Predict the reactants needed to synthesize the given product. (1) Given the product [CH3:24][N:25]([CH3:33])[C:26](=[O:32])[CH2:27][CH2:28][C:29]([O:23][C@@:9]1([C:14]#[C:15][C:16]2[CH:17]=[C:18]([CH3:22])[CH:19]=[CH:20][CH:21]=2)[CH2:10][CH2:11][CH2:12][C@@H:13]2[C@H:8]1[CH2:7][CH2:6][N:5]2[C:3]([O:2][CH3:1])=[O:4])=[O:30], predict the reactants needed to synthesize it. The reactants are: [CH3:1][O:2][C:3]([N:5]1[C@@H:13]2[C@@H:8]([C@@:9]([OH:23])([C:14]#[C:15][C:16]3[CH:17]=[C:18]([CH3:22])[CH:19]=[CH:20][CH:21]=3)[CH2:10][CH2:11][CH2:12]2)[CH2:7][CH2:6]1)=[O:4].[CH3:24][N:25]([CH3:33])[C:26](=[O:32])[CH2:27][CH2:28][C:29](O)=[O:30]. (2) The reactants are: [Mg].[CH3:2][Si:3]([CH3:16])([CH3:15])[C:4]1[CH:5]=[C:6](Br)[CH:7]=[C:8]([Si:10]([CH3:13])([CH3:12])[CH3:11])[CH:9]=1.[CH2:17]1[C:25]2[C:20](=[CH:21][CH:22]=[CH:23][CH:24]=2)[CH2:19][C:18]1=O.Cl.S(=O)(=O)(O)O. Given the product [CH3:2][Si:3]([CH3:16])([CH3:15])[C:4]1[CH:5]=[C:6]([C:18]2[CH2:17][C:25]3[C:20]([CH:19]=2)=[CH:21][CH:22]=[CH:23][CH:24]=3)[CH:7]=[C:8]([Si:10]([CH3:13])([CH3:12])[CH3:11])[CH:9]=1, predict the reactants needed to synthesize it. (3) Given the product [CH3:47][C:41]([CH3:48])([CH2:42][CH2:43][C:44]([NH:25][CH2:26][C:27]([C:29]1[CH:30]=[CH:31][C:32]([N+:35]([O-:37])=[O:36])=[CH:33][CH:34]=1)=[O:28])=[O:45])[C:40]([O:39][CH3:38])=[O:49], predict the reactants needed to synthesize it. The reactants are: CC(C)(CC(NCC(C1C=CC([N+]([O-])=O)=CC=1)=O)=O)C(OC)=O.Cl.[NH2:25][CH2:26][C:27]([C:29]1[CH:34]=[CH:33][C:32]([N+:35]([O-:37])=[O:36])=[CH:31][CH:30]=1)=[O:28].[CH3:38][O:39][C:40](=[O:49])[C:41]([CH3:48])([CH3:47])[CH2:42][CH2:43][C:44](O)=[O:45]. (4) The reactants are: Cl[CH2:2][CH2:3][O:4][C:5]1[C:14]2[C:9](=[CH:10][CH:11]=[CH:12][CH:13]=2)[C:8]([NH:15][C:16](=[O:30])[C:17]2[CH:22]=[C:21]([N:23]3[CH2:28][CH2:27][CH2:26][CH2:25][CH2:24]3)[CH:20]=[C:19]([F:29])[CH:18]=2)=[CH:7][CH:6]=1.[C:31]([N:34]1[CH2:39][CH2:38][NH:37][CH2:36][CH2:35]1)(=[O:33])[CH3:32]. Given the product [C:31]([N:34]1[CH2:39][CH2:38][N:37]([CH2:2][CH2:3][O:4][C:5]2[C:14]3[C:9](=[CH:10][CH:11]=[CH:12][CH:13]=3)[C:8]([NH:15][C:16](=[O:30])[C:17]3[CH:22]=[C:21]([N:23]4[CH2:28][CH2:27][CH2:26][CH2:25][CH2:24]4)[CH:20]=[C:19]([F:29])[CH:18]=3)=[CH:7][CH:6]=2)[CH2:36][CH2:35]1)(=[O:33])[CH3:32], predict the reactants needed to synthesize it. (5) Given the product [NH2:29][C:25]1[C:24]2[N:23]([C:22]([CH:30]3[CH2:35][CH2:34][N:33]([C:36](=[O:38])[CH3:37])[CH2:32][CH2:31]3)=[N:21][C:20]=2[C:14]2[CH:13]=[C:12]3[C:17]([CH:18]=[CH:19][C:10]([C:4]4[CH:5]=[CH:6][CH:7]=[CH:8][CH:9]=4)=[N:11]3)=[CH:16][CH:15]=2)[CH:28]=[CH:27][N:26]=1, predict the reactants needed to synthesize it. The reactants are: Cl.Cl.Cl.[C:4]1([C:10]2[CH:19]=[CH:18][C:17]3[C:12](=[CH:13][C:14]([C:20]4[N:21]=[C:22]([CH:30]5[CH2:35][CH2:34][NH:33][CH2:32][CH2:31]5)[N:23]5[CH:28]=[CH:27][N:26]=[C:25]([NH2:29])[C:24]=45)=[CH:15][CH:16]=3)[N:11]=2)[CH:9]=[CH:8][CH:7]=[CH:6][CH:5]=1.[C:36](OC(=O)C)(=[O:38])[CH3:37]. (6) Given the product [Br:1][C:2]1[CH:7]=[CH:6][C:5]([C:8]2([C:11]([NH:22][S:19]([CH3:18])(=[O:21])=[O:20])=[O:13])[CH2:10][CH2:9]2)=[CH:4][CH:3]=1, predict the reactants needed to synthesize it. The reactants are: [Br:1][C:2]1[CH:7]=[CH:6][C:5]([C:8]2([C:11]([OH:13])=O)[CH2:10][CH2:9]2)=[CH:4][CH:3]=1.S(Cl)(Cl)=O.[CH3:18][S:19]([NH2:22])(=[O:21])=[O:20].C(N(CC)CC)C. (7) Given the product [NH2:10][C:8]1[CH:9]=[C:4]([CH2:3][OH:2])[CH:5]=[N:6][CH:7]=1, predict the reactants needed to synthesize it. The reactants are: C[O:2][C:3](=O)[C:4]1[CH:9]=[C:8]([NH2:10])[CH:7]=[N:6][CH:5]=1.[H-].[H-].[H-].[H-].[Li+].[Al+3]. (8) Given the product [CH3:1][C:2]1[CH:3]=[CH:4][C:5]([C:6]([CH:22]2[C:21](=[O:27])[C:20]([CH3:28])([CH3:19])[CH2:25][CH2:24][C:23]2=[O:26])=[O:8])=[CH:17][CH:18]=1, predict the reactants needed to synthesize it. The reactants are: [CH3:1][C:2]1[CH:18]=[CH:17][C:5]([C:6]([O:8]C2C=CC(C#N)=CC=2)=O)=[CH:4][CH:3]=1.[CH3:19][C:20]1([CH3:28])[CH2:25][CH2:24][C:23](=[O:26])[CH2:22][C:21]1=[O:27].C(N(CC)CC)C.CC(C)(O)C#N. (9) Given the product [Cl:22][C:17]1[N:16]=[C:15]2[S:14][C:13]([C:10]3[CH:11]=[CH:12][C:7]([CH:2]=[O:1])=[CH:8][C:9]=3[F:23])=[N:21][C:20]2=[CH:19][CH:18]=1, predict the reactants needed to synthesize it. The reactants are: [O:1]1CCCO[CH:2]1[C:7]1[CH:12]=[CH:11][C:10]([C:13]2[S:14][C:15]3[C:20]([N:21]=2)=[CH:19][CH:18]=[C:17]([Cl:22])[N:16]=3)=[C:9]([F:23])[CH:8]=1. (10) Given the product [C:15]1([CH2:21][CH2:22][N:12]2[CH2:13][CH2:14][N:9]([CH:3]3[CH2:8][CH2:7][CH2:6][CH2:5][CH2:4]3)[CH2:10][CH2:11]2)[CH:20]=[CH:19][CH:18]=[CH:17][CH:16]=1, predict the reactants needed to synthesize it. The reactants are: CO.[CH:3]1([N:9]2[CH2:14][CH2:13][NH:12][CH2:11][CH2:10]2)[CH2:8][CH2:7][CH2:6][CH2:5][CH2:4]1.[C:15]1([CH2:21][CH:22]=O)[CH:20]=[CH:19][CH:18]=[CH:17][CH:16]=1.C(O[BH-](OC(=O)C)OC(=O)C)(=O)C.[Na+].